From a dataset of Full USPTO retrosynthesis dataset with 1.9M reactions from patents (1976-2016). Predict the reactants needed to synthesize the given product. Given the product [F:25][C:26]1[CH:31]=[C:30]([F:32])[CH:29]=[CH:28][C:27]=1[CH:33]1[CH2:42][CH2:41][C:40]2[C:35](=[CH:36][CH:37]=[C:38]([O:43][C:44]3[N:45]=[CH:46][C:47]([NH2:50])=[CH:48][CH:49]=3)[CH:39]=2)[O:34]1, predict the reactants needed to synthesize it. The reactants are: NC1C=CC(OC2C=C3C(=CC=2)OC(C2C=CC=CC=2)CC3)=NC=1.[F:25][C:26]1[CH:31]=[C:30]([F:32])[CH:29]=[CH:28][C:27]=1[CH:33]1[CH2:42][CH2:41][C:40]2[C:35](=[CH:36][CH:37]=[C:38]([O:43][C:44]3[CH:49]=[CH:48][C:47]([N+:50]([O-])=O)=[CH:46][N:45]=3)[CH:39]=2)[O:34]1.